Dataset: Peptide-MHC class I binding affinity with 185,985 pairs from IEDB/IMGT. Task: Regression. Given a peptide amino acid sequence and an MHC pseudo amino acid sequence, predict their binding affinity value. This is MHC class I binding data. (1) The peptide sequence is GILTVVWTA. The MHC is HLA-A02:01 with pseudo-sequence HLA-A02:01. The binding affinity (normalized) is 0.932. (2) The peptide sequence is RLPNLFHIL. The MHC is HLA-B08:01 with pseudo-sequence HLA-B08:01. The binding affinity (normalized) is 0.609.